From a dataset of Full USPTO retrosynthesis dataset with 1.9M reactions from patents (1976-2016). Predict the reactants needed to synthesize the given product. (1) Given the product [O:23]=[C:22]1[C:21](=[O:24])[C:20]2[N:19]=[C:18]([C:25]([OH:27])=[O:26])[CH:17]=[C:16]([C:29]([OH:31])=[O:30])[C:15]=2[C:14]2[NH:33][C:11]([C:9]([OH:10])=[O:8])=[CH:12][C:13]1=2, predict the reactants needed to synthesize it. The reactants are: C(=O)([O-])[O-].[K+].[K+].C[O:8][C:9]([C:11]1[NH:33][C:14]2[C:15]3[C:16]([C:29]([O:31]C)=[O:30])=[CH:17][C:18]([C:25]([O:27]C)=[O:26])=[N:19][C:20]=3[C:21](=[O:24])[C:22](=[O:23])[C:13]=2[CH:12]=1)=[O:10].Cl. (2) Given the product [CH:1]1([C:26]2[C:27]([O:40][CH2:41][C:42]3([F:48])[CH2:47][CH2:46][CH2:45][CH2:44][CH2:43]3)=[CH:28][C:29]([F:39])=[C:30]([CH:38]=2)[C:31]([O:33][C:34]([CH3:37])([CH3:36])[CH3:35])=[O:32])[CH2:7][CH2:6]1, predict the reactants needed to synthesize it. The reactants are: [C:1]12(COC3C(Cl)=CC(C(OC(C)(C)C)=O)=C(F)C=3)[CH2:7][CH:6]1CCCC2.Cl[C:26]1[C:27]([O:40][CH2:41][C:42]2([F:48])[CH2:47][CH2:46][CH2:45][CH2:44][CH2:43]2)=[CH:28][C:29]([F:39])=[C:30]([CH:38]=1)[C:31]([O:33][C:34]([CH3:37])([CH3:36])[CH3:35])=[O:32]. (3) Given the product [CH3:10][C:16]1([CH3:2])[CH2:17][CH2:18][CH:19]([O:22][C:23]2[CH:24]=[C:25]3[C:30](=[CH:31][CH:32]=2)[CH:29]=[C:28]([CH2:33][N:34]2[CH2:35][CH2:36][CH:37]([C:40]([O:42][CH2:43][CH3:44])=[O:41])[CH2:38][CH2:39]2)[CH:27]=[CH:26]3)[CH2:20][CH2:21]1, predict the reactants needed to synthesize it. The reactants are: N1CCC(C([O-])=O)C[CH2:2]1.[C:10]1([C@@H:16]2[CH2:21][CH2:20][C@H:19]([O:22][C:23]3[CH:24]=[C:25]4[C:30](=[CH:31][CH:32]=3)[CH:29]=[C:28]([CH2:33][N:34]3[CH2:39][CH2:38][CH:37]([C:40]([O:42][CH2:43][CH3:44])=[O:41])[CH2:36][CH2:35]3)[CH:27]=[CH:26]4)[CH2:18][CH2:17]2)C=CC=CC=1. (4) The reactants are: Br[C:2]1[CH:11]=[C:10]2[C:5]([C:6]([NH2:13])=[N:7][C:8]([NH2:12])=[N:9]2)=[CH:4][CH:3]=1.C(=O)([O-])[O-].[Na+].[Na+].[CH3:20][C:21]1[CH:26]=[CH:25][C:24]([CH3:27])=[CH:23][C:22]=1B(O)O. Given the product [CH3:20][C:21]1[CH:26]=[CH:25][C:24]([CH3:27])=[CH:23][C:22]=1[C:2]1[CH:11]=[C:10]2[C:5]([C:6]([NH2:13])=[N:7][C:8]([NH2:12])=[N:9]2)=[CH:4][CH:3]=1, predict the reactants needed to synthesize it. (5) Given the product [CH3:25][N:24]([CH3:26])[CH:21]([CH2:22][CH3:23])[CH:20]([C:18]1[CH:17]=[CH:16][C:14]2[N:15]=[C:11]([NH:10][C:7]3[CH:8]=[CH:9][C:4]([C:3]([OH:32])=[O:2])=[CH:5][CH:6]=3)[S:12][C:13]=2[CH:19]=1)[N:27]1[CH:31]=[CH:30][N:29]=[CH:28]1, predict the reactants needed to synthesize it. The reactants are: C[O:2][C:3](=[O:32])[C:4]1[CH:9]=[CH:8][C:7]([NH:10][C:11]2[S:12][C:13]3[CH:19]=[C:18]([CH:20]([N:27]4[CH:31]=[CH:30][N:29]=[CH:28]4)[CH:21]([N:24]([CH3:26])[CH3:25])[CH2:22][CH3:23])[CH:17]=[CH:16][C:14]=3[N:15]=2)=[CH:6][CH:5]=1.O.[OH-].[Li+]. (6) Given the product [OH:23][NH:22][C:18]([C:16]1[CH:15]=[CH:14][C:12]2[CH2:13][N:7]([C:1]3[CH:6]=[CH:5][CH:4]=[CH:3][CH:2]=3)[CH2:8][CH2:9][O:10][C:11]=2[CH:17]=1)=[O:20], predict the reactants needed to synthesize it. The reactants are: [C:1]1([N:7]2[CH2:13][C:12]3[CH:14]=[CH:15][C:16]([C:18]([O:20]C)=O)=[CH:17][C:11]=3[O:10][CH2:9][CH2:8]2)[CH:6]=[CH:5][CH:4]=[CH:3][CH:2]=1.[NH2:22][OH:23].[OH-].[Na+]. (7) The reactants are: [CH2:1]([O:4][NH:5][C:6]([C:8]1[C:17]([NH:18][C:19]2[CH:24]=[CH:23][C:22]([Br:25])=[CH:21][C:20]=2[Cl:26])=[C:16]([F:27])[C:11]2[N:12]=[CH:13][N:14]([CH3:15])[C:10]=2[CH:9]=1)=[O:7])[CH:2]=[CH2:3].[O:28]1CCCC1.[OH2:33].C[N+]1([O-])CCOCC1.OS([O-])=O.[Na+]. Given the product [OH:33][CH:2]([CH2:3][OH:28])[CH2:1][O:4][NH:5][C:6]([C:8]1[C:17]([NH:18][C:19]2[CH:24]=[CH:23][C:22]([Br:25])=[CH:21][C:20]=2[Cl:26])=[C:16]([F:27])[C:11]2[N:12]=[CH:13][N:14]([CH3:15])[C:10]=2[CH:9]=1)=[O:7], predict the reactants needed to synthesize it.